From a dataset of Retrosynthesis with 50K atom-mapped reactions and 10 reaction types from USPTO. Predict the reactants needed to synthesize the given product. (1) Given the product O=C(O)C12CC3CC(F)(CC(F)(C3)C1)C2, predict the reactants needed to synthesize it. The reactants are: COC(=O)C12CC3CC(F)(CC(F)(C3)C1)C2. (2) Given the product CC(C)N(Cc1nc(-c2ccc(C(F)(F)F)cc2)no1)C(=O)COc1ccc(C(F)(F)F)cc1, predict the reactants needed to synthesize it. The reactants are: CC(C)NCc1nc(-c2ccc(C(F)(F)F)cc2)no1.O=C(Cl)COc1ccc(C(F)(F)F)cc1. (3) The reactants are: C#CCCCC.O=S(=O)(c1ccccc1)n1cc(I)c(-c2cccnc2)n1. Given the product CCCCC#Cc1cn(S(=O)(=O)c2ccccc2)nc1-c1cccnc1, predict the reactants needed to synthesize it. (4) Given the product CCOC(=O)CCCCCCn1c(C)nc(-c2ccccc2)c1-c1ccccc1, predict the reactants needed to synthesize it. The reactants are: CCOC(=O)CCCCCCBr.Cc1nc(-c2ccccc2)c(-c2ccccc2)[nH]1.